From a dataset of Peptide-MHC class I binding affinity with 185,985 pairs from IEDB/IMGT. Regression. Given a peptide amino acid sequence and an MHC pseudo amino acid sequence, predict their binding affinity value. This is MHC class I binding data. (1) The peptide sequence is SVIDHIHYM. The MHC is HLA-A30:01 with pseudo-sequence HLA-A30:01. The binding affinity (normalized) is 0.0847. (2) The peptide sequence is IANTTDHFF. The MHC is HLA-A03:01 with pseudo-sequence HLA-A03:01. The binding affinity (normalized) is 0.0847. (3) The peptide sequence is KSNEKNMDF. The MHC is HLA-B57:01 with pseudo-sequence HLA-B57:01. The binding affinity (normalized) is 0.432. (4) The peptide sequence is AEMKTDAAT. The MHC is HLA-B44:03 with pseudo-sequence HLA-B44:03. The binding affinity (normalized) is 0.549. (5) The peptide sequence is VPADHRLAF. The MHC is HLA-B15:42 with pseudo-sequence HLA-B15:42. The binding affinity (normalized) is 0.213. (6) The peptide sequence is KFNPMKTHI. The MHC is H-2-Kd with pseudo-sequence H-2-Kd. The binding affinity (normalized) is 0.941. (7) The binding affinity (normalized) is 0.590. The MHC is HLA-A02:01 with pseudo-sequence HLA-A02:01. The peptide sequence is AVGELLAPV.